Dataset: Full USPTO retrosynthesis dataset with 1.9M reactions from patents (1976-2016). Task: Predict the reactants needed to synthesize the given product. (1) Given the product [CH2:9]([O:11][C:12]([C:14]1[C:18]([NH2:19])=[C:17]([C:21]2[CH:22]=[CH:23][C:24]([Cl:27])=[CH:25][CH:26]=2)[N:16]([C:28]2[CH:33]=[CH:32][CH:31]=[CH:30][C:29]=2[Cl:34])[N:15]=1)=[O:13])[CH3:10], predict the reactants needed to synthesize it. The reactants are: S(S([O-])=O)([O-])=O.[Na+].[Na+].[CH2:9]([O:11][C:12]([C:14]1[C:18]([N:19]=O)=[C:17]([C:21]2[CH:26]=[CH:25][C:24]([Cl:27])=[CH:23][CH:22]=2)[N:16]([C:28]2[CH:33]=[CH:32][CH:31]=[CH:30][C:29]=2[Cl:34])[N:15]=1)=[O:13])[CH3:10].C(OCC)(=O)C.CCCCCC. (2) Given the product [CH3:17][O:18][C:19]1[CH:20]=[CH:21][C:22]([S:25]([N:10]2[C:11]3[C:16](=[CH:15][CH:14]=[CH:13][N:12]=3)[C:8]([C:5]3[CH2:4][CH2:3][N:2]([CH3:1])[CH2:7][CH:6]=3)=[CH:9]2)(=[O:27])=[O:26])=[CH:23][CH:24]=1, predict the reactants needed to synthesize it. The reactants are: [CH3:1][N:2]1[CH2:7][CH:6]=[C:5]([C:8]2[C:16]3[C:11](=[N:12][CH:13]=[CH:14][CH:15]=3)[NH:10][CH:9]=2)[CH2:4][CH2:3]1.[CH3:17][O:18][C:19]1[CH:24]=[CH:23][C:22]([S:25](Cl)(=[O:27])=[O:26])=[CH:21][CH:20]=1.